From a dataset of Full USPTO retrosynthesis dataset with 1.9M reactions from patents (1976-2016). Predict the reactants needed to synthesize the given product. (1) Given the product [Br:21][CH2:11][C:9]1[S:10][C:5]2[C:4]([N:14]3[CH2:19][CH2:18][O:17][CH2:16][CH2:15]3)=[N:3][C:2]([Cl:1])=[N:7][C:6]=2[C:8]=1[CH3:13], predict the reactants needed to synthesize it. The reactants are: [Cl:1][C:2]1[N:3]=[C:4]([N:14]2[CH2:19][CH2:18][O:17][CH2:16][CH2:15]2)[C:5]2[S:10][C:9]([CH2:11]O)=[C:8]([CH3:13])[C:6]=2[N:7]=1.P(Br)(Br)[Br:21]. (2) Given the product [Cl:42][C:23]1[C:24]([NH:26][C:27]2[CH:32]=[CH:31][C:30]([N:33]3[CH2:38][CH2:37][N:36]([CH3:39])[CH2:35][CH2:34]3)=[CH:29][C:28]=2[O:40][CH3:41])=[N:25][C:20]([NH:16][C:13]2[CH:14]=[CH:15][C:5]3[N:4]([CH:1]([CH3:3])[CH3:2])[C:10](=[O:11])[CH2:9][CH2:8][CH2:7][C:6]=3[CH:12]=2)=[N:21][CH:22]=1, predict the reactants needed to synthesize it. The reactants are: [CH:1]([N:4]1[C:10](=[O:11])[CH2:9][CH2:8][CH2:7][C:6]2[CH:12]=[C:13]([N+:16]([O-])=O)[CH:14]=[CH:15][C:5]1=2)([CH3:3])[CH3:2].Cl[C:20]1[N:25]=[C:24]([NH:26][C:27]2[CH:32]=[CH:31][C:30]([N:33]3[CH2:38][CH2:37][N:36]([CH3:39])[CH2:35][CH2:34]3)=[CH:29][C:28]=2[O:40][CH3:41])[C:23]([Cl:42])=[CH:22][N:21]=1.